Dataset: Choline transporter screen with 302,306 compounds. Task: Binary Classification. Given a drug SMILES string, predict its activity (active/inactive) in a high-throughput screening assay against a specified biological target. (1) The result is 0 (inactive). The drug is S=C(NC1CCCCC1)N1CCOCC1. (2) The compound is Fc1ccc(N2CCN(CC2)Cc2n(c3c(n2)n(c(=O)n(c3=O)C)C)CC(OC)=O)cc1. The result is 1 (active). (3) The drug is s1c(NC(=O)c2cc([N+]([O-])=O)c(N3CCOCC3)cc2)c(cc1CC)C(OCC)=O. The result is 0 (inactive). (4) The drug is O1C(CN(CC1C)C(=O)C(N1CCN(CC1)c1c(OC)cccc1)C)C. The result is 0 (inactive). (5) The compound is O(Cc1c(onc1C)C)C(=O)COc1cc(c(cc1)C)C. The result is 0 (inactive). (6) The drug is S(=O)(=O)(N(CC(=O)Nc1c(c(ccc1)C)C)c1ccc(OC)cc1)c1c([nH]c(=O)[nH]c1=O)C. The result is 0 (inactive). (7) The compound is S(CCCC(=O)c1ccc(F)cc1)c1n(c(nn1)c1c(occ1)C)C. The result is 0 (inactive). (8) The drug is S(=O)(=O)(NCc1occc1)c1ccc(NC(=O)c2c3c(nc(c2)c2cc(OC)c(OC)c(OC)c2)cccc3)cc1. The result is 0 (inactive). (9) The compound is O=C(NCCOc1ccccc1)CC1CCCCC1. The result is 0 (inactive).